From a dataset of CYP1A2 inhibition data for predicting drug metabolism from PubChem BioAssay. Regression/Classification. Given a drug SMILES string, predict its absorption, distribution, metabolism, or excretion properties. Task type varies by dataset: regression for continuous measurements (e.g., permeability, clearance, half-life) or binary classification for categorical outcomes (e.g., BBB penetration, CYP inhibition). Dataset: cyp1a2_veith. (1) The drug is CCOc1c(Cl)cc(Cl)cc1CNCCNCCO.Cl. The result is 1 (inhibitor). (2) The drug is COc1cc([C@H](O)C(=O)O)ccc1O. The result is 0 (non-inhibitor). (3) The drug is Cl.Fc1ccc(CCNCc2cccc(Cl)c2)cc1. The result is 1 (inhibitor). (4) The drug is CN(C)c1cc2c(Nc3ccc4c(cnn4Cc4ccccc4)c3)ncnc2cn1. The result is 1 (inhibitor). (5) The compound is Cc1cc(C(=O)O)c(=O)[nH]c1C. The result is 0 (non-inhibitor).